Dataset: Reaction yield outcomes from USPTO patents with 853,638 reactions. Task: Predict the reaction yield, written as a fraction of the theoretical maximum amount of product (1.0 means a 100% yield; for example, 0.34 means a 34% yield). The reactants are [CH3:1][S:2](Cl)(=[O:4])=[O:3].[CH3:6][C:7]1[S:11][C:10]([CH2:12][OH:13])=[CH:9][CH:8]=1. The catalyst is C(Cl)Cl. The product is [CH3:1][S:2]([O:13][CH2:12][C:10]1[S:11][C:7]([CH3:6])=[CH:8][CH:9]=1)(=[O:4])=[O:3]. The yield is 0.560.